This data is from Forward reaction prediction with 1.9M reactions from USPTO patents (1976-2016). The task is: Predict the product of the given reaction. Given the reactants [CH2:1]([O:3][C:4]([C:6]1[CH:7]=[N:8][NH:9][CH:10]=1)=[O:5])[CH3:2].[H-].[Na+].[CH2:13](I)[CH:14]([CH3:16])[CH3:15].O, predict the reaction product. The product is: [CH2:1]([O:3][C:4]([C:6]1[CH:7]=[N:8][N:9]([CH2:13][CH:14]([CH3:16])[CH3:15])[CH:10]=1)=[O:5])[CH3:2].